From a dataset of Full USPTO retrosynthesis dataset with 1.9M reactions from patents (1976-2016). Predict the reactants needed to synthesize the given product. (1) Given the product [CH3:8][C:6]1[CH:7]=[C:2]([CH3:1])[N:3]=[C:4]([N:9]2[CH2:10][CH2:11][C:12]3([NH:16][CH2:15][N:14]([CH2:26][C:27]4[C:35]5[C:30](=[CH:31][CH:32]=[CH:33][CH:34]=5)[N:29]([S:36]([C:39]5[CH:40]=[CH:41][C:42]([CH3:43])=[CH:44][CH:45]=5)(=[O:38])=[O:37])[CH:28]=4)[C:13]3=[O:17])[CH2:18][CH2:19]2)[N:5]=1, predict the reactants needed to synthesize it. The reactants are: [CH3:1][C:2]1[CH:7]=[C:6]([CH3:8])[N:5]=[C:4]([N:9]2[CH2:19][CH2:18][C:12]3([NH:16][CH2:15][NH:14][C:13]3=[O:17])[CH2:11][CH2:10]2)[N:3]=1.C1COCC1.Br[CH2:26][C:27]1[C:35]2[C:30](=[CH:31][CH:32]=[CH:33][CH:34]=2)[N:29]([S:36]([C:39]2[CH:45]=[CH:44][C:42]([CH3:43])=[CH:41][CH:40]=2)(=[O:38])=[O:37])[CH:28]=1. (2) Given the product [ClH:1].[Cl:1][C:2]1[C:6]([Cl:7])=[C:5]([CH3:8])[NH:4][C:3]=1[C:9]([NH:11][CH:12]1[CH2:17][CH2:16][NH:15][CH2:14][CH2:13]1)=[O:10], predict the reactants needed to synthesize it. The reactants are: [Cl:1][C:2]1[C:6]([Cl:7])=[C:5]([CH3:8])[NH:4][C:3]=1[C:9]([NH:11][CH:12]1[CH2:17][CH2:16][N:15](C(OC(C)(C)C)=O)[CH2:14][CH2:13]1)=[O:10].Cl. (3) Given the product [P:1]([Cl:23])([O:11][CH2:12][C:13]1[CH:18]=[CH:17][CH:16]=[CH:15][CH:14]=1)([O:3][CH2:4][C:5]1[CH:10]=[CH:9][CH:8]=[CH:7][CH:6]=1)=[O:2], predict the reactants needed to synthesize it. The reactants are: [P:1]([O-])([O:11][CH2:12][C:13]1[CH:18]=[CH:17][CH:16]=[CH:15][CH:14]=1)([O:3][CH2:4][C:5]1[CH:10]=[CH:9][CH:8]=[CH:7][CH:6]=1)=[O:2].C(Cl)(=O)C([Cl:23])=O.CN(C=O)C. (4) The reactants are: F[C:2]1[CH:3]=[CH:4][C:5]([CH:8]=O)=[N:6][CH:7]=1.[NH:10]1[CH2:14][CH2:13][CH2:12][CH2:11]1.[NH2:15][C:16]1[C:21]([NH2:22])=[C:20]([C:23]2[CH:28]=[CH:27][C:26]([CH2:29][NH:30][C:31](=[O:37])OC(C)(C)C)=[C:25]([F:38])[CH:24]=2)[CH:19]=[CH:18][N:17]=1.[C:39]([C:43]1[O:47][N:46]=[C:45](C([O-])=O)[N:44]=1)([CH3:42])([CH3:41])[CH3:40]. Given the product [C:39]([C:43]1[O:47][N:46]=[C:45]([C:31]([NH:30][CH2:29][C:26]2[CH:27]=[CH:28][C:23]([C:20]3[CH:19]=[CH:18][N:17]=[C:16]4[NH:15][C:8]([C:5]5[CH:4]=[CH:3][C:2]([N:10]6[CH2:14][CH2:13][CH2:12][CH2:11]6)=[CH:7][N:6]=5)=[N:22][C:21]=34)=[CH:24][C:25]=2[F:38])=[O:37])[N:44]=1)([CH3:42])([CH3:41])[CH3:40], predict the reactants needed to synthesize it.